This data is from Forward reaction prediction with 1.9M reactions from USPTO patents (1976-2016). The task is: Predict the product of the given reaction. (1) Given the reactants [Cl:1][C:2]1[CH:3]=[C:4]([C:9]2([C:16]([F:19])([F:18])[F:17])[O:13][N:12]=[C:11]([CH2:14][OH:15])[CH2:10]2)[CH:5]=[C:6]([Cl:8])[CH:7]=1, predict the reaction product. The product is: [Cl:1][C:2]1[CH:3]=[C:4]([C:9]2([C:16]([F:18])([F:17])[F:19])[O:13][N:12]=[C:11]([CH:14]=[O:15])[CH2:10]2)[CH:5]=[C:6]([Cl:8])[CH:7]=1. (2) Given the reactants [CH3:1][C:2]1[N:3]=[C:4]([NH:7][C:8]2[CH:9]=[C:10]([CH:15]=[CH:16][N:17]=2)[C:11](OC)=[O:12])[S:5][CH:6]=1.[H-].C([Al+]CC(C)C)C(C)C, predict the reaction product. The product is: [CH3:1][C:2]1[N:3]=[C:4]([NH:7][C:8]2[CH:9]=[C:10]([CH2:11][OH:12])[CH:15]=[CH:16][N:17]=2)[S:5][CH:6]=1. (3) Given the reactants C[O:2][C:3]1[C:8]([O:9][CH3:10])=[CH:7][CH:6]=[CH:5][C:4]=1[C:11]1[C:12](N)=[N:13][CH:14]=[CH:15][CH:16]=1.C(O)(=O)C.N(OC(C)(C)C)=O, predict the reaction product. The product is: [CH3:10][O:9][C:8]1[C:3]2[O:2][C:12]3[C:11]([C:4]=2[CH:5]=[CH:6][CH:7]=1)=[CH:16][CH:15]=[CH:14][N:13]=3. (4) Given the reactants [Cl:1][C:2]1[C:3]([F:20])=[C:4]([C:13]2[N:18]=[CH:17][N:16]=[C:15]([OH:19])[CH:14]=2)[C:5]([N:8]2[CH:12]=[CH:11][N:10]=[N:9]2)=[CH:6][CH:7]=1.CN(C(ON1N=NC2C=CC=NC1=2)=[N+](C)C)C.F[P-](F)(F)(F)(F)F.C1CCN2C(=NCCC2)CC1.N[C@@H:57]1[C:73]2[CH:74]=[C:69]([CH:70]=[C:71]([F:75])[CH:72]=2)[C:68]2[N:67]([CH3:76])[N:66]=[CH:65][C:64]=2[NH:63][C:62](=[O:77])[C@H:61]([CH3:78])[CH2:60][CH2:59][CH2:58]1, predict the reaction product. The product is: [Cl:1][C:2]1[C:3]([F:20])=[C:4]([C:13]2[N:18]=[CH:17][N:16]([C@@H:57]3[C:73]4[CH:74]=[C:69]([CH:70]=[C:71]([F:75])[CH:72]=4)[C:68]4[N:67]([CH3:76])[N:66]=[CH:65][C:64]=4[NH:63][C:62](=[O:77])[C@H:61]([CH3:78])[CH2:60][CH2:59][CH2:58]3)[C:15](=[O:19])[CH:14]=2)[C:5]([N:8]2[CH:12]=[CH:11][N:10]=[N:9]2)=[CH:6][CH:7]=1. (5) Given the reactants Br[CH2:2][C:3]1[CH:8]=[CH:7][C:6]([CH3:9])=[CH:5][CH:4]=1.[N-:10]=[N+:11]=[N-:12].[Na+], predict the reaction product. The product is: [N:10]([CH2:2][C:3]1[CH:8]=[CH:7][C:6]([CH3:9])=[CH:5][CH:4]=1)=[N+:11]=[N-:12]. (6) Given the reactants [F:1][C:2]1[CH:3]=[C:4]([NH:17][CH2:18][CH2:19][N:20]([CH3:22])[CH3:21])[CH:5]=[C:6](B2OC(C)(C)C(C)(C)O2)[CH:7]=1.C([O-])([O-])=[O:24].[K+].[K+].Br[C:30]1[CH:35]=[CH:34][N:33]=[C:32]([NH2:36])[C:31]=1[N+:37]([O-])=O.[OH2:40], predict the reaction product. The product is: [NH2:37][C:31]1[C:32]([N+:36]([O-:24])=[O:40])=[N:33][CH:34]=[CH:35][C:30]=1[C:6]1[CH:5]=[C:4]([NH:17][CH2:18][CH2:19][N:20]([CH3:21])[CH3:22])[CH:3]=[C:2]([F:1])[CH:7]=1. (7) Given the reactants C1N=CN(C(N2C=NC=C2)=O)C=1.[NH2:13][C:14]1[CH:19]=[CH:18][C:17]([CH2:20][C@H:21]([NH:26][C:27]([O:29][C:30]([CH3:33])([CH3:32])[CH3:31])=[O:28])[C:22]([O:24][CH3:25])=[O:23])=[CH:16][CH:15]=1.NC1[CH:43]=[CH:42][C:41]([CH2:44][N:45]([CH:47]=[O:48])[CH3:46])=[CH:40][C:36]=1[C:37](O)=[O:38].[CH3:49][N:50]([CH3:53])[CH:51]=[O:52], predict the reaction product. The product is: [C:30]([O:29][C:27]([NH:26][C@@H:21]([CH2:20][C:17]1[CH:16]=[CH:15][C:14]([N:13]2[C:37](=[O:38])[C:36]3[C:49](=[CH:43][CH:42]=[C:41]([CH2:44][N:45]([CH:47]=[O:48])[CH3:46])[CH:40]=3)[N:50]([CH3:53])[C:51]2=[O:52])=[CH:19][CH:18]=1)[C:22]([O:24][CH3:25])=[O:23])=[O:28])([CH3:33])([CH3:32])[CH3:31].